Dataset: Reaction yield outcomes from USPTO patents with 853,638 reactions. Task: Predict the reaction yield, written as a fraction of the theoretical maximum amount of product (1.0 means a 100% yield; for example, 0.34 means a 34% yield). The reactants are [C:1]([N:4]1[CH2:9][CH2:8][CH:7]([C:10](Cl)=[O:11])[CH2:6][CH2:5]1)(=[O:3])[CH3:2].[CH2:13]([O:15]C#C)[CH3:14].[CH2:18](N(CC)CC)[CH3:19].CCOC(C)=O. The catalyst is C1COCC1.CO. The product is [C:1]([N:4]1[CH2:9][CH2:8][C:7]2([C:13](=[O:15])[CH:14]=[C:10]2[O:11][CH2:18][CH3:19])[CH2:6][CH2:5]1)(=[O:3])[CH3:2]. The yield is 0.670.